This data is from Full USPTO retrosynthesis dataset with 1.9M reactions from patents (1976-2016). The task is: Predict the reactants needed to synthesize the given product. (1) Given the product [C:24]1([S:21]([N:17]2[CH2:16][C:15]3[CH:14]=[N:13][C:12]4[NH:8][N:9]=[CH:10][C:11]=4[C:20]=3[CH2:19][CH2:18]2)(=[O:23])=[O:22])[CH:29]=[CH:28][CH:27]=[CH:26][CH:25]=1, predict the reactants needed to synthesize it. The reactants are: COC1C=CC(C[N:8]2[C:12]3[N:13]=[CH:14][C:15]4[CH2:16][N:17]([S:21]([C:24]5[CH:29]=[CH:28][CH:27]=[CH:26][CH:25]=5)(=[O:23])=[O:22])[CH2:18][CH2:19][C:20]=4[C:11]=3[CH:10]=[N:9]2)=CC=1.FC(F)(F)C(O)=O. (2) Given the product [N:30]1([C:36]([N:1]2[CH2:6][CH2:5][CH:4]([CH2:7][N:8]([CH2:27][CH2:28][CH3:29])[CH:9]3[CH2:18][C:17]4[CH:16]=[C:15]([O:19][S:20]([C:23]([F:26])([F:24])[F:25])(=[O:22])=[O:21])[CH:14]=[CH:13][C:12]=4[CH2:11][CH2:10]3)[CH2:3][CH2:2]2)=[O:37])[CH2:35][CH2:34][O:33][CH2:32][CH2:31]1, predict the reactants needed to synthesize it. The reactants are: [NH:1]1[CH2:6][CH2:5][CH:4]([CH2:7][N:8]([CH2:27][CH2:28][CH3:29])[CH:9]2[CH2:18][C:17]3[CH:16]=[C:15]([O:19][S:20]([C:23]([F:26])([F:25])[F:24])(=[O:22])=[O:21])[CH:14]=[CH:13][C:12]=3[CH2:11][CH2:10]2)[CH2:3][CH2:2]1.[N:30]1([C:36](Cl)=[O:37])[CH2:35][CH2:34][O:33][CH2:32][CH2:31]1. (3) Given the product [CH2:1]([O:3][C@H:4]1[CH2:30][N:7]2[CH2:8][C@@H:9]([C:19]3[S:20][CH:21]=[C:22]([C:24]([C:39]4[CH:40]=[CH:41][CH:42]=[CH:43][C:38]=4[O:37][CH3:36])=[O:29])[N:23]=3)[N:10]([C:12]([O:14][C:15]([CH3:16])([CH3:17])[CH3:18])=[O:13])[CH2:11][C@H:6]2[CH2:5]1)[CH3:2], predict the reactants needed to synthesize it. The reactants are: [CH2:1]([O:3][C@H:4]1[CH2:30][N:7]2[CH2:8][C@@H:9]([C:19]3[S:20][CH:21]=[C:22]([C:24](=[O:29])N(OC)C)[N:23]=3)[N:10]([C:12]([O:14][C:15]([CH3:18])([CH3:17])[CH3:16])=[O:13])[CH2:11][C@H:6]2[CH2:5]1)[CH3:2].O1CCCC1.[CH3:36][O:37][C:38]1[CH:43]=[CH:42][CH:41]=[CH:40][C:39]=1[Mg]Br. (4) Given the product [Cl:1][C:2]1[N:6]([CH3:7])[C:5]([C:8]([N:17]2[CH2:18][CH2:19][N:14]([CH:11]([CH3:13])[CH3:12])[CH2:15][CH2:16]2)=[O:10])=[CH:4][N:3]=1, predict the reactants needed to synthesize it. The reactants are: [Cl:1][C:2]1[N:6]([CH3:7])[C:5]([C:8]([OH:10])=O)=[CH:4][N:3]=1.[CH:11]([N:14]1[CH2:19][CH2:18][NH:17][CH2:16][CH2:15]1)([CH3:13])[CH3:12].[Cl-].ClC1N(C)CC[NH+]1C. (5) Given the product [OH:40][C:37]1[CH:36]=[CH:35][C:34]([N:28]2[CH2:11][CH2:12][N:13]([CH2:16][CH2:17][CH:18]3[CH2:19][C:20]4([CH2:24][CH2:25][CH2:27][CH2:26]4)[C:21](=[O:23])[O:22]3)[CH2:14][CH2:15]2)=[N:39][CH:38]=1, predict the reactants needed to synthesize it. The reactants are: N1C2C=CC=CC=2N=C1C1[CH2:15][CH2:14][N:13]([CH2:16][CH2:17][CH:18]2[O:22][C:21](=[O:23])[C:20]([CH2:26][CH3:27])([CH2:24][CH3:25])[CH2:19]2)[CH2:12][CH2:11]1.[N:28]1([C:34]2[N:39]=[CH:38][C:37]([OH:40])=[CH:36][CH:35]=2)CCNCC1.N1(C2C=CC=CC=2C#N)CCNCC1.CC1C=CC(S(OCCC2CC3(CCCC3)C(=O)O2)(=O)=O)=CC=1.CC1C=CC(S(OCCC2CC(CC)(CC)C(=O)O2)(=O)=O)=CC=1. (6) The reactants are: [CH2:1]([O:8][C:9]([N:11]1[CH2:16][CH2:15][C:14]([NH:20][C:21]([O:23][C:24]([CH3:27])([CH3:26])[CH3:25])=[O:22])([C:17]([OH:19])=[O:18])[CH2:13][CH2:12]1)=[O:10])[C:2]1[CH:7]=[CH:6][CH:5]=[CH:4][CH:3]=1.[C:28]([O-])([O-])=O.[Cs+].[Cs+].CI. Given the product [C:24]([O:23][C:21]([NH:20][C:14]1([C:17]([O:19][CH3:28])=[O:18])[CH2:15][CH2:16][N:11]([C:9]([O:8][CH2:1][C:2]2[CH:7]=[CH:6][CH:5]=[CH:4][CH:3]=2)=[O:10])[CH2:12][CH2:13]1)=[O:22])([CH3:27])([CH3:26])[CH3:25], predict the reactants needed to synthesize it.